Dataset: Retrosynthesis with 50K atom-mapped reactions and 10 reaction types from USPTO. Task: Predict the reactants needed to synthesize the given product. (1) Given the product COc1ncc(-c2cc(F)cc3c(C)c4n(c23)CCNC4=O)cn1, predict the reactants needed to synthesize it. The reactants are: COc1ncc(B(O)O)cn1.Cc1c2n(c3c(Br)cc(F)cc13)CCNC2=O. (2) Given the product Cn1cc(C[C@H](NC(=O)C=Cc2ccccc2F)C(=O)O)c2ccccc21, predict the reactants needed to synthesize it. The reactants are: COC(=O)[C@H](Cc1cn(C)c2ccccc12)NC(=O)C=Cc1ccccc1F. (3) Given the product COC(=O)c1nn(-c2cccc(C#C[C@]3(O)CCN(C)C3=O)c2)c2cc(C)ncc12, predict the reactants needed to synthesize it. The reactants are: C#C[C@]1(O)CCN(C)C1=O.COC(=O)c1nn(-c2cccc(Br)c2)c2cc(C)ncc12. (4) The reactants are: CC(C)(C)OC(=O)N[C@](C)(Cc1ccccc1)c1nnc(-c2cc(C(=O)O)cc(C3(C#N)CCCC3)c2)o1.C[C@@H](N)c1ccc(F)cc1. Given the product C[C@@H](NC(=O)c1cc(-c2nnc([C@@](C)(Cc3ccccc3)NC(=O)OC(C)(C)C)o2)cc(C2(C#N)CCCC2)c1)c1ccc(F)cc1, predict the reactants needed to synthesize it. (5) Given the product O=C1CCCc2nc3sccc3c(NCc3ccccc3)c21, predict the reactants needed to synthesize it. The reactants are: BrCc1ccccc1.Nc1c2c(nc3sccc13)CCCC2=O. (6) The reactants are: C1CNCCN1.O=S1CCN(c2nc(Cl)nc3c(NCCO)ncnc23)CC1. Given the product O=S1CCN(c2nc(N3CCNCC3)nc3c(NCCO)ncnc23)CC1, predict the reactants needed to synthesize it. (7) Given the product COC(=O)c1cccc(-c2cccc(NCCN)c2)c1, predict the reactants needed to synthesize it. The reactants are: COC(=O)c1cccc(-c2cccc(NCCNC(=O)OC(C)(C)C)c2)c1.